The task is: Predict the reaction yield, written as a fraction of the theoretical maximum amount of product (1.0 means a 100% yield; for example, 0.34 means a 34% yield).. This data is from Reaction yield outcomes from USPTO patents with 853,638 reactions. The reactants are [Cl:1][C:2]1[C:10]2[N:9]=[C:8]3[N:11]([C:15]4[CH:20]=[CH:19][C:18]([Cl:21])=[CH:17][C:16]=4[Cl:22])[CH2:12][CH2:13][CH2:14][N:7]3[C:6]=2[C:5]([CH:23]([CH:25]2[CH2:27][CH2:26]2)[OH:24])=[CH:4][CH:3]=1.N(C(N1CCCCC1)=O)=NC(N1CCCCC1)=O.C(P(CCCC)CCCC)CCC.[F:59][C:60]([F:64])([F:63])[CH2:61]O. The catalyst is O1CCCC1. The product is [Cl:1][C:2]1[C:10]2[N:9]=[C:8]3[N:11]([C:15]4[CH:20]=[CH:19][C:18]([Cl:21])=[CH:17][C:16]=4[Cl:22])[CH2:12][CH2:13][CH2:14][N:7]3[C:6]=2[C:5]([CH:23]([CH:25]2[CH2:27][CH2:26]2)[O:24][CH2:61][C:60]([F:64])([F:63])[F:59])=[CH:4][CH:3]=1. The yield is 0.570.